Dataset: Catalyst prediction with 721,799 reactions and 888 catalyst types from USPTO. Task: Predict which catalyst facilitates the given reaction. (1) Reactant: Br[C:2]1[N:3]=[C:4]([NH:11][C:12]2[CH:20]=[C:19]3[C:15]([CH:16]=[CH:17][NH:18]3)=[CH:14][CH:13]=2)[C:5]2[N:6]([CH:8]=[CH:9][N:10]=2)[CH:7]=1.S(O)(O)(=O)=O.[NH2:26][C:27]1[CH:28]=[C:29](B(O)O)[CH:30]=[CH:31][CH:32]=1.[NH2:26][C:27]1[CH:32]=[C:31](B(O)O)[CH:30]=[CH:29][CH:28]=1.C([O-])([O-])=O.[Na+].[Na+]. Product: [NH2:26][C:27]1[CH:32]=[C:31]([C:2]2[N:3]=[C:4]([NH:11][C:12]3[CH:20]=[C:19]4[C:15]([CH:16]=[CH:17][NH:18]4)=[CH:14][CH:13]=3)[C:5]3[N:6]([CH:8]=[CH:9][N:10]=3)[CH:7]=2)[CH:30]=[CH:29][CH:28]=1. The catalyst class is: 57. (2) Reactant: [I-].[CH3:2][S+](C)(C)=O.[H-].[Na+].[S:9]1[C:13](/[CH:14]=[CH:15]/[C:16]([O:18][CH2:19][CH3:20])=[O:17])=[CH:12][N:11]=[CH:10]1. Product: [S:9]1[C:13]([C@@H:14]2[CH2:2][C@H:15]2[C:16]([O:18][CH2:19][CH3:20])=[O:17])=[CH:12][N:11]=[CH:10]1. The catalyst class is: 16. (3) Reactant: C(Cl)(=O)C(Cl)=O.[Br:7][C:8]1[C:16]2[N:15]=[C:14]([C:17]3[CH:22]=[CH:21][C:20]([CH:23]([CH3:25])[CH3:24])=[CH:19][CH:18]=3)[N:13]([CH2:26][CH2:27][O:28][CH3:29])[C:12]=2[C:11]([O:30][CH3:31])=[CH:10][C:9]=1[CH:32]([C:34]1[CH:39]=[CH:38][CH:37]=[C:36]([O:40][CH3:41])[CH:35]=1)[OH:33].C(N(CC)CC)C. Product: [Br:7][C:8]1[C:16]2[N:15]=[C:14]([C:17]3[CH:22]=[CH:21][C:20]([CH:23]([CH3:24])[CH3:25])=[CH:19][CH:18]=3)[N:13]([CH2:26][CH2:27][O:28][CH3:29])[C:12]=2[C:11]([O:30][CH3:31])=[CH:10][C:9]=1[C:32]([C:34]1[CH:39]=[CH:38][CH:37]=[C:36]([O:40][CH3:41])[CH:35]=1)=[O:33]. The catalyst class is: 764. (4) Reactant: Cl[C:2]1[O:3][C:4]2[CH:10]=[CH:9][CH:8]=[CH:7][C:5]=2[N:6]=1.[CH2:11]([O:13][C:14](=[O:24])[CH2:15][C:16]1[CH:21]=[CH:20][C:19]([NH2:22])=[C:18]([Cl:23])[CH:17]=1)[CH3:12].O. Product: [CH2:11]([O:13][C:14](=[O:24])[CH2:15][C:16]1[CH:21]=[CH:20][C:19]([NH:22][C:2]2[O:3][C:4]3[CH:10]=[CH:9][CH:8]=[CH:7][C:5]=3[N:6]=2)=[C:18]([Cl:23])[CH:17]=1)[CH3:12]. The catalyst class is: 113. (5) Reactant: [F:1][C:2]([C:12]1[CH:17]=[CH:16][C:15](I)=[CH:14][CH:13]=1)([CH3:11])[CH2:3][NH:4][S:5]([CH:8]([CH3:10])[CH3:9])(=[O:7])=[O:6].[NH2:19][C:20]1[CH:21]=[C:22](B(O)O)[CH:23]=[CH:24][CH:25]=1.C(=O)([O-])[O-].[K+].[K+].O. Product: [NH2:19][C:20]1[CH:25]=[C:24]([C:15]2[CH:16]=[CH:17][C:12]([C:2]([F:1])([CH3:11])[CH2:3][NH:4][S:5]([CH:8]([CH3:10])[CH3:9])(=[O:7])=[O:6])=[CH:13][CH:14]=2)[CH:23]=[CH:22][CH:21]=1. The catalyst class is: 38. (6) Reactant: [ClH:1].[CH2:2]([N:9]1[CH2:14][CH2:13][CH:12]([C:15](OCC)=O)[C:11](=O)[CH2:10]1)[C:3]1[CH:8]=[CH:7][CH:6]=[CH:5][CH:4]=1.Cl.[C:22]([NH2:25])(=[NH:24])[CH3:23].[O-]CC.[Na+]. Product: [CH2:2]([N:9]1[CH2:14][CH2:13][C:12]2[C:15]([Cl:1])=[N:25][C:22]([CH3:23])=[N:24][C:11]=2[CH2:10]1)[C:3]1[CH:4]=[CH:5][CH:6]=[CH:7][CH:8]=1. The catalyst class is: 8. (7) Reactant: [C:1]([O:5][C:6](=[O:49])[N:7]([CH2:38][C:39]1[CH:44]=[CH:43][CH:42]=[C:41]([C:45]([CH3:48])([CH3:47])[CH3:46])[CH:40]=1)[C@@H:8]1[C@@H:13]([OH:14])[C@H:12]([CH2:15][C:16]2[CH:21]=[CH:20][C:19]([NH:22]/[C:23](/SC)=[CH:24]/[C:25]([C:27]3[CH:32]=[CH:31][C:30]([F:33])=[CH:29][CH:28]=3)=O)=[CH:18][CH:17]=2)[CH2:11][S:10](=[O:37])(=[O:36])[CH2:9]1)([CH3:4])([CH3:3])[CH3:2].Cl.[OH:51][NH2:52].C([O-])([O-])=O.[Na+].[Na+]. Product: [C:1]([O:5][C:6](=[O:49])[N:7]([CH2:38][C:39]1[CH:44]=[CH:43][CH:42]=[C:41]([C:45]([CH3:48])([CH3:47])[CH3:46])[CH:40]=1)[C@@H:8]1[C@@H:13]([OH:14])[C@H:12]([CH2:15][C:16]2[CH:17]=[CH:18][C:19]([NH:22][C:23]3[CH:24]=[C:25]([C:27]4[CH:28]=[CH:29][C:30]([F:33])=[CH:31][CH:32]=4)[O:51][N:52]=3)=[CH:20][CH:21]=2)[CH2:11][S:10](=[O:37])(=[O:36])[CH2:9]1)([CH3:3])([CH3:4])[CH3:2]. The catalyst class is: 14. (8) Reactant: [H-].[H-].[H-].[H-].[Li+].[Al+3].[CH2:7]([S:10][C:11]1[CH:19]=[CH:18][CH:17]=[CH:16][C:12]=1[C:13]([NH2:15])=O)[CH:8]=[CH2:9]. Product: [CH2:7]([S:10][C:11]1[CH:19]=[CH:18][CH:17]=[CH:16][C:12]=1[CH2:13][NH2:15])[CH:8]=[CH2:9]. The catalyst class is: 1.